Dataset: Full USPTO retrosynthesis dataset with 1.9M reactions from patents (1976-2016). Task: Predict the reactants needed to synthesize the given product. (1) Given the product [Br:1][C:2]1[CH:3]=[CH:4][C:5]([C:8]([N:11]2[CH2:16][CH2:15][C:14]([CH2:23][C:24]([OH:25])([CH2:26][CH3:31])[CH3:27])([C:17]3[CH:18]=[CH:19][CH:20]=[CH:21][CH:22]=3)[O:13][C:12]2=[O:28])([CH3:9])[CH3:10])=[CH:6][CH:7]=1, predict the reactants needed to synthesize it. The reactants are: [Br:1][C:2]1[CH:7]=[CH:6][C:5]([C:8]([N:11]2[CH2:16][CH2:15][C:14]([CH2:23][C:24]3([CH3:27])[CH2:26][O:25]3)([C:17]3[CH:22]=[CH:21][CH:20]=[CH:19][CH:18]=3)[O:13][C:12]2=[O:28])([CH3:10])[CH3:9])=[CH:4][CH:3]=1.OO.[CH2:31]1COCC1. (2) The reactants are: [N+:1]([O-:4])(O)=[O:2].[CH:5]1[C:10]2[CH2:11][CH2:12][CH2:13][CH2:14][C:15](=[O:16])[C:9]=2[CH:8]=[CH:7][CH:6]=1. Given the product [N+:1]([C:7]1[CH:6]=[CH:5][C:10]2[CH2:11][CH2:12][CH2:13][CH2:14][C:15](=[O:16])[C:9]=2[CH:8]=1)([O-:4])=[O:2], predict the reactants needed to synthesize it.